This data is from NCI-60 drug combinations with 297,098 pairs across 59 cell lines. The task is: Regression. Given two drug SMILES strings and cell line genomic features, predict the synergy score measuring deviation from expected non-interaction effect. (1) Drug 1: COC1=CC(=CC(=C1O)OC)C2C3C(COC3=O)C(C4=CC5=C(C=C24)OCO5)OC6C(C(C7C(O6)COC(O7)C8=CC=CS8)O)O. Drug 2: C1=C(C(=O)NC(=O)N1)F. Cell line: HOP-92. Synergy scores: CSS=41.4, Synergy_ZIP=-8.38, Synergy_Bliss=-8.99, Synergy_Loewe=-14.9, Synergy_HSA=-1.66. (2) Drug 1: CC1C(C(CC(O1)OC2CC(CC3=C2C(=C4C(=C3O)C(=O)C5=C(C4=O)C(=CC=C5)OC)O)(C(=O)C)O)N)O.Cl. Drug 2: CC1=CC=C(C=C1)C2=CC(=NN2C3=CC=C(C=C3)S(=O)(=O)N)C(F)(F)F. Cell line: CAKI-1. Synergy scores: CSS=34.3, Synergy_ZIP=-9.72, Synergy_Bliss=-3.17, Synergy_Loewe=-61.9, Synergy_HSA=-1.34. (3) Drug 1: C1=CC(=CC=C1CC(C(=O)O)N)N(CCCl)CCCl.Cl. Drug 2: C(CN)CNCCSP(=O)(O)O. Cell line: KM12. Synergy scores: CSS=-0.764, Synergy_ZIP=0.108, Synergy_Bliss=0.721, Synergy_Loewe=-3.12, Synergy_HSA=-1.18.